This data is from Reaction yield outcomes from USPTO patents with 853,638 reactions. The task is: Predict the reaction yield, written as a fraction of the theoretical maximum amount of product (1.0 means a 100% yield; for example, 0.34 means a 34% yield). (1) The reactants are [Cl:1][C:2]1[CH:3]=[CH:4][C:5]([OH:10])=[C:6]([CH:9]=1)[CH:7]=[O:8].Cl[C:12]1[N:17]=[CH:16][CH:15]=[CH:14][N:13]=1.CC([O-])(C)C.[K+]. The catalyst is CN(C=O)C. The product is [Cl:1][C:2]1[CH:3]=[CH:4][C:5]([O:10][C:12]2[N:17]=[CH:16][CH:15]=[CH:14][N:13]=2)=[C:6]([CH:9]=1)[CH:7]=[O:8]. The yield is 0.250. (2) The yield is 0.900. The catalyst is CO.O. The reactants are [Cl:1][C:2]1[CH:7]=[CH:6][C:5]([C:8]2[O:12][C:11]([C:13]([O:15]CC)=O)=[N:10][N:9]=2)=[CH:4][CH:3]=1.[C-]#N.[Na+].Cl.[OH:22][CH:23]1[CH2:26][NH:25][CH2:24]1.C(N(CC)CC)C. The product is [Cl:1][C:2]1[CH:3]=[CH:4][C:5]([C:8]2[O:12][C:11]([C:13]([N:25]3[CH2:26][CH:23]([OH:22])[CH2:24]3)=[O:15])=[N:10][N:9]=2)=[CH:6][CH:7]=1. (3) The reactants are [CH3:1][O:2][C:3]1[C:11]2[O:10][C:9]([CH3:13])([CH3:12])[CH2:8][C:7]=2[C:6]([CH3:14])=[C:5]([N:15]2[CH2:20][CH2:19][NH:18][CH2:17][CH2:16]2)[C:4]=1[CH3:21].Br[C:23]1[CH:32]=[CH:31][C:26]2[O:27][CH2:28][CH2:29][O:30][C:25]=2[CH:24]=1. No catalyst specified. The product is [O:27]1[C:26]2[CH:31]=[CH:32][C:23]([N:18]3[CH2:19][CH2:20][N:15]([C:5]4[C:4]([CH3:21])=[C:3]([O:2][CH3:1])[C:11]5[O:10][C:9]([CH3:13])([CH3:12])[CH2:8][C:7]=5[C:6]=4[CH3:14])[CH2:16][CH2:17]3)=[CH:24][C:25]=2[O:30][CH2:29][CH2:28]1. The yield is 0.150. (4) The reactants are C(O[BH-](OC(=O)C)OC(=O)C)(=O)C.[Na+].[C:15]1([C:30]2[CH:35]=[CH:34][CH:33]=[CH:32][CH:31]=2)[C:16]([C:21]([NH:23][CH:24]2[CH2:29][CH2:28][NH:27][CH2:26][CH2:25]2)=[O:22])=[CH:17][CH:18]=[CH:19][CH:20]=1.[CH:36]([C:38]1[CH:47]=[CH:46][C:45]2[C:40](=[CH:41][CH:42]=[CH:43][CH:44]=2)[N:39]=1)=O. The catalyst is ClCCCl. The product is [N:39]1[C:40]2[C:45](=[CH:44][CH:43]=[CH:42][CH:41]=2)[CH:46]=[CH:47][C:38]=1[CH2:36][N:27]1[CH2:28][CH2:29][CH:24]([NH:23][C:21]([C:16]2[C:15]([C:30]3[CH:35]=[CH:34][CH:33]=[CH:32][CH:31]=3)=[CH:20][CH:19]=[CH:18][CH:17]=2)=[O:22])[CH2:25][CH2:26]1. The yield is 0.270.